This data is from Catalyst prediction with 721,799 reactions and 888 catalyst types from USPTO. The task is: Predict which catalyst facilitates the given reaction. (1) Reactant: [CH:1]([C:3]1[C:11]([O:12][CH3:13])=[CH:10][C:9]([CH3:14])=[C:8]2[C:4]=1[CH:5]=[CH:6][N:7]2[C:15]([O:17][C:18]([CH3:21])([CH3:20])[CH3:19])=[O:16])=[O:2].[BH4-].[Na+]. Product: [OH:2][CH2:1][C:3]1[C:11]([O:12][CH3:13])=[CH:10][C:9]([CH3:14])=[C:8]2[C:4]=1[CH:5]=[CH:6][N:7]2[C:15]([O:17][C:18]([CH3:21])([CH3:20])[CH3:19])=[O:16]. The catalyst class is: 24. (2) Reactant: [NH:1]1[C:9]2[C:4](=[CH:5][CH:6]=[CH:7][CH:8]=2)[CH2:3][C:2]1=[O:10].C[Si]([N-][Si](C)(C)C)(C)C.[Li+].[Cl:21][C:22]1[N:27]=[CH:26][C:25]2[C:28](=O)[O:29][CH:30]([CH2:31][CH3:32])[C:24]=2[CH:23]=1.Cl. Product: [Cl:21][C:22]1[N:27]=[CH:26][C:25]2[C:28](=[C:3]3[C:4]4[C:9](=[CH:8][CH:7]=[CH:6][CH:5]=4)[NH:1][C:2]3=[O:10])[O:29][CH:30]([CH2:31][CH3:32])[C:24]=2[CH:23]=1. The catalyst class is: 1. (3) Reactant: [CH3:1][O:2][C:3](=[O:28])[CH2:4][CH2:5][C:6]12[CH2:13][CH2:12][C:9]([C:14]3[NH:22][C:21]4[C:20](=[S:23])[NH:19][C:18](=[O:24])[N:17]([CH2:25][CH2:26][CH3:27])[C:16]=4[N:15]=3)([CH2:10][CH2:11]1)[CH2:8][CH2:7]2.[OH-].[Na+].[CH3:31]I. Product: [CH3:1][O:2][C:3](=[O:28])[CH2:4][CH2:5][C:6]12[CH2:7][CH2:8][C:9]([C:14]3[NH:22][C:21]4[C:20]([S:23][CH3:31])=[N:19][C:18](=[O:24])[N:17]([CH2:25][CH2:26][CH3:27])[C:16]=4[N:15]=3)([CH2:10][CH2:11]1)[CH2:12][CH2:13]2. The catalyst class is: 88. (4) Reactant: [C:1]([O:5][C:6](=[O:23])[N:7]([CH2:20][CH2:21][OH:22])[CH2:8][CH:9](O)[C:10]1[CH:15]=[CH:14][N:13]=[C:12]([CH:16]([CH3:18])[CH3:17])[N:11]=1)([CH3:4])([CH3:3])[CH3:2].C1(P(C2C=CC=CC=2)C2C=CC=CC=2)C=CC=CC=1.N(C(OC(C)C)=O)=NC(OC(C)C)=O. Product: [C:1]([O:5][C:6]([N:7]1[CH2:20][CH2:21][O:22][CH:9]([C:10]2[CH:15]=[CH:14][N:13]=[C:12]([CH:16]([CH3:18])[CH3:17])[N:11]=2)[CH2:8]1)=[O:23])([CH3:4])([CH3:3])[CH3:2]. The catalyst class is: 310. (5) Reactant: [CH2:1]([O:3][C:4](=[O:17])[C:5]1[CH:13]=[C:12]([N+:14]([O-:16])=[O:15])[CH:11]=[C:7]([C:8](O)=[O:9])[CH:6]=1)[CH3:2].C(Cl)(=O)C([Cl:21])=O.CN(C=O)C. Product: [CH2:1]([O:3][C:4](=[O:17])[C:5]1[CH:13]=[C:12]([N+:14]([O-:16])=[O:15])[CH:11]=[C:7]([C:8]([Cl:21])=[O:9])[CH:6]=1)[CH3:2]. The catalyst class is: 2. (6) Reactant: [Br:1][C:2]1[CH:10]=[CH:9][CH:8]=[C:7]2[C:3]=1[CH:4]=[N:5][N:6]2C(=O)C.Cl. Product: [Br:1][C:2]1[CH:10]=[CH:9][CH:8]=[C:7]2[C:3]=1[CH:4]=[N:5][NH:6]2. The catalyst class is: 5. (7) Reactant: Cl.Cl[S:3]([CH2:6][C:7]1[CH:8]=[N:9][CH:10]=[CH:11][CH:12]=1)(=[O:5])=[O:4].[CH3:13][O:14][C:15](=[O:37])[C@H:16]([CH2:33][CH2:34][S:35][CH3:36])[NH:17][C:18](=[O:32])[C:19]1[CH:24]=[CH:23][C:22]([NH2:25])=[CH:21][C:20]=1[C:26]1[CH:31]=[CH:30][CH:29]=[CH:28][CH:27]=1.C(N(CC)CC)C. Product: [CH3:13][O:14][C:15](=[O:37])[C@H:16]([CH2:33][CH2:34][S:35][CH3:36])[NH:17][C:18](=[O:32])[C:19]1[CH:24]=[CH:23][C:22]([NH:25][C:8]2[C:7]([CH:6]=[S:3](=[O:5])=[O:4])=[CH:12][CH:11]=[CH:10][N:9]=2)=[CH:21][C:20]=1[C:26]1[CH:27]=[CH:28][CH:29]=[CH:30][CH:31]=1. The catalyst class is: 96.